This data is from Reaction yield outcomes from USPTO patents with 853,638 reactions. The task is: Predict the reaction yield, written as a fraction of the theoretical maximum amount of product (1.0 means a 100% yield; for example, 0.34 means a 34% yield). The reactants are [Cl:1][C:2]1[C:6]([Cl:7])=[C:5]([CH3:8])[NH:4][C:3]=1[C:9]([NH:11][C@@H:12]1[CH2:17][CH2:16][N:15]([C:18]2[S:19][C:20]3[C:26]([C:27]([OH:29])=O)=[CH:25][CH:24]=[CH:23][C:21]=3[N:22]=2)[CH2:14][C@@H:13]1[N:30]1[CH:34]=[CH:33][N:32]=[N:31]1)=[O:10].C[N:36](C(ON1N=NC2C=CC=NC1=2)=[N+](C)C)C.F[P-](F)(F)(F)(F)F.CCN(C(C)C)C(C)C.N.[NH4+].[Cl-]. The catalyst is CN1C(=O)CCC1. The product is [Cl:1][C:2]1[C:6]([Cl:7])=[C:5]([CH3:8])[NH:4][C:3]=1[C:9]([NH:11][C@@H:12]1[CH2:17][CH2:16][N:15]([C:18]2[S:19][C:20]3[C:26]([C:27]([NH2:36])=[O:29])=[CH:25][CH:24]=[CH:23][C:21]=3[N:22]=2)[CH2:14][C@@H:13]1[N:30]1[CH:34]=[CH:33][N:32]=[N:31]1)=[O:10]. The yield is 0.333.